The task is: Predict the reaction yield, written as a fraction of the theoretical maximum amount of product (1.0 means a 100% yield; for example, 0.34 means a 34% yield).. This data is from Reaction yield outcomes from USPTO patents with 853,638 reactions. The reactants are [NH2:1][C:2]1[C:11](I)=[CH:10][C:5]([C:6]([O:8][CH3:9])=[O:7])=[C:4]([O:13][CH3:14])[CH:3]=1.[C:15]([Zn]C#N)#[N:16].O.CO. The catalyst is CN(C)C=O.C1C=CC([P]([Pd]([P](C2C=CC=CC=2)(C2C=CC=CC=2)C2C=CC=CC=2)([P](C2C=CC=CC=2)(C2C=CC=CC=2)C2C=CC=CC=2)[P](C2C=CC=CC=2)(C2C=CC=CC=2)C2C=CC=CC=2)(C2C=CC=CC=2)C2C=CC=CC=2)=CC=1.CCOCC. The product is [NH2:1][C:2]1[C:11]([C:15]#[N:16])=[CH:10][C:5]([C:6]([O:8][CH3:9])=[O:7])=[C:4]([O:13][CH3:14])[CH:3]=1. The yield is 0.760.